From a dataset of Full USPTO retrosynthesis dataset with 1.9M reactions from patents (1976-2016). Predict the reactants needed to synthesize the given product. (1) Given the product [Cl:1][C:2]1[CH:3]=[C:4]([C@@H:12]([CH2:33][CH:34]2[CH2:35][CH2:36][CH2:37][CH2:38]2)[C:13]([NH:15][C:16]2[CH:20]=[CH:19][N:18]([CH2:21][C:22]([OH:24])([CH3:32])[CH3:23])[N:17]=2)=[O:14])[CH:5]=[CH:6][C:7]=1[S:8]([CH3:11])(=[O:9])=[O:10], predict the reactants needed to synthesize it. The reactants are: [Cl:1][C:2]1[CH:3]=[C:4]([C@@H:12]([CH2:33][CH:34]2[CH2:38][CH2:37][CH2:36][CH2:35]2)[C:13]([NH:15][C:16]2[CH:20]=[CH:19][N:18]([CH2:21][C:22]([CH3:32])([O:24][Si](CC)(CC)CC)[CH3:23])[N:17]=2)=[O:14])[CH:5]=[CH:6][C:7]=1[S:8]([CH3:11])(=[O:10])=[O:9].O1CCCC1.C(O)(=O)C. (2) Given the product [CH3:19][C:20]1[CH:25]=[CH:24][C:23]([S:26]([O:1][CH2:2][CH2:3][CH2:4][O:5][CH2:6][C:7]([O:9][CH2:10][CH3:11])=[O:8])(=[O:28])=[O:27])=[CH:22][CH:21]=1, predict the reactants needed to synthesize it. The reactants are: [OH:1][CH2:2][CH2:3][CH2:4][O:5][CH2:6][C:7]([O:9][CH2:10][CH3:11])=[O:8].C(N(CC)CC)C.[CH3:19][C:20]1[CH:25]=[CH:24][C:23]([S:26](Cl)(=[O:28])=[O:27])=[CH:22][CH:21]=1. (3) Given the product [OH:8][C:9]1[CH:14]=[C:13]([CH2:15][CH2:16][CH:17]2[CH2:26][C:25]3[C:20](=[CH:21][CH:22]=[CH:23][CH:24]=3)[CH2:19][N:18]2[S:49]([C:46]2[CH:45]=[CH:44][C:43]([C:42]([F:41])([F:53])[F:54])=[CH:48][CH:47]=2)(=[O:51])=[O:50])[CH:12]=[CH:11][C:10]=1[N:27]1[S:31](=[O:33])(=[O:32])[NH:30][C:29](=[O:40])[CH2:28]1, predict the reactants needed to synthesize it. The reactants are: C([O:8][C:9]1[CH:14]=[C:13](/[CH:15]=[CH:16]/[CH:17]2[CH2:26][C:25]3[C:20](=[CH:21][CH:22]=[CH:23][CH:24]=3)[CH2:19][NH:18]2)[CH:12]=[CH:11][C:10]=1[N:27]1[S:31](=[O:33])(=[O:32])[N:30](CC[Si](C)(C)C)[C:29](=[O:40])[CH2:28]1)C1C=CC=CC=1.[F:41][C:42]([F:54])([F:53])[C:43]1[CH:48]=[CH:47][C:46]([S:49](Cl)(=[O:51])=[O:50])=[CH:45][CH:44]=1. (4) The reactants are: [CH3:1][O:2][C:3](=[O:34])[CH2:4][CH2:5][CH2:6][CH2:7][CH2:8][CH2:9][C:10]([NH:12][C:13]1[CH:18]=[CH:17][C:16]([CH:19]([C:27]([O:29]C(C)(C)C)=O)[C:20]([O:22]C(C)(C)C)=O)=[CH:15][CH:14]=1)=[O:11].F[C:36](F)(F)[C:37](O)=O.C(Cl)(=O)C(Cl)=O.C[N:49]([CH:51]=O)[CH3:50].[N:53]1[CH:58]=[CH:57][CH:56]=[CH:55][CH:54]=1.[NH2:59][C:60]1[CH:61]=[CH:62][CH:63]=[C:64]2[C:69]=1[N:68]=[CH:67][CH:66]=[CH:65]2. Given the product [O:29]=[C:27]([NH:59][C:60]1[CH:61]=[CH:62][CH:63]=[C:64]2[C:69]=1[N:68]=[CH:67][CH:66]=[CH:65]2)[CH:19]([C:16]1[CH:15]=[CH:14][C:13]([NH:12][C:10](=[O:11])[CH2:9][CH2:8][CH2:7][CH2:6][CH2:5][CH2:4][C:3]([O:2][CH3:1])=[O:34])=[CH:18][CH:17]=1)[C:20](=[O:22])[NH:53][C:54]1[CH:55]=[CH:56][CH:57]=[C:58]2[C:50]=1[N:49]=[CH:51][CH:37]=[CH:36]2, predict the reactants needed to synthesize it.